Dataset: Catalyst prediction with 721,799 reactions and 888 catalyst types from USPTO. Task: Predict which catalyst facilitates the given reaction. (1) Reactant: [N+:1]([C:4]1[CH:12]=[CH:11][C:7]([C:8](Cl)=[O:9])=[CH:6][CH:5]=1)([O-:3])=[O:2].[Cl-].[Cl-].[Cl-].[Al+3]. Product: [CH3:8][C:7]1[CH:11]=[CH:12][C:4]([C:8]([C:7]2[CH:11]=[CH:12][C:4]([N+:1]([O-:3])=[O:2])=[CH:5][CH:6]=2)=[O:9])=[CH:5][CH:6]=1. The catalyst class is: 11. (2) Reactant: [F:1][C:2]1[CH:7]=[CH:6][C:5](/[CH:8]=[CH:9]\[CH2:10][CH2:11][C:12]([N:14]2[C@@H:18]([C:19]3[CH:24]=[CH:23][CH:22]=[CH:21][CH:20]=3)[CH2:17][O:16][C:15]2=[O:25])=[O:13])=[CH:4][CH:3]=1.CCN(C(C)C)C(C)C.[CH2:35]([O:42][C:43]1[CH:57]=[CH:56][C:46](/[CH:47]=[N:48]/[C:49]2[CH:54]=[CH:53][C:52]([F:55])=[CH:51][CH:50]=2)=[CH:45][CH:44]=1)[C:36]1[CH:41]=[CH:40][CH:39]=[CH:38][CH:37]=1. Product: [CH2:35]([O:42][C:43]1[CH:57]=[CH:56][C:46]([C@@H:47]([NH:48][C:49]2[CH:50]=[CH:51][C:52]([F:55])=[CH:53][CH:54]=2)[C@@H:11]([CH2:10]/[CH:9]=[CH:8]\[C:5]2[CH:6]=[CH:7][C:2]([F:1])=[CH:3][CH:4]=2)[C:12]([N:14]2[C@@H:18]([C:19]3[CH:20]=[CH:21][CH:22]=[CH:23][CH:24]=3)[CH2:17][O:16][C:15]2=[O:25])=[O:13])=[CH:45][CH:44]=1)[C:36]1[CH:37]=[CH:38][CH:39]=[CH:40][CH:41]=1. The catalyst class is: 388. (3) Reactant: [CH3:1][O:2][C:3]1[C:12]2[O:11][CH2:10][O:9][CH2:8][C:7]=2[CH:6]=[C:5]([CH:13]([NH:26][C:27]2[CH:32]=[CH:31][C:30]([C:33]3[N:37]=C(C)O[N:34]=3)=[CH:29][CH:28]=2)[C:14]2[NH:15][C:16](=[O:25])[N:17]([C:19]3[N:24]=[CH:23][CH:22]=[CH:21][N:20]=3)[N:18]=2)[CH:4]=1.O.[C:40]([OH:43])(=[O:42])[CH3:41].FC(F)(F)C(O)=O.C(C1C=CC(NC(C2C=C(OC)C(OC)=CC=2F)C2NC(=O)N(C3C=CC=CC=3C(O)=O)N=2)=CC=1)(=N)N. Product: [C:40]([OH:43])(=[O:42])[CH3:41].[CH3:1][O:2][C:3]1[C:12]2[O:11][CH2:10][O:9][CH2:8][C:7]=2[CH:6]=[C:5]([CH:13]([NH:26][C:27]2[CH:32]=[CH:31][C:30]([C:33]([NH2:37])=[NH:34])=[CH:29][CH:28]=2)[C:14]2[NH:15][C:16](=[O:25])[N:17]([C:19]3[N:20]=[CH:21][CH:22]=[CH:23][N:24]=3)[N:18]=2)[CH:4]=1. The catalyst class is: 415. (4) Reactant: [Cl:1][C:2]1[CH:3]=[C:4]([C:23](=[NH:26])[NH:24][OH:25])[CH:5]=[CH:6][C:7]=1[C:8]1[C:19](=[O:20])[N:18]([CH2:21][CH3:22])[C:11]2[N:12]=[C:13]([S:16][CH3:17])[N:14]=[CH:15][C:10]=2[CH:9]=1.[C:27](Cl)(=O)[CH3:28]. Product: [Cl:1][C:2]1[CH:3]=[C:4]([C:23]2[N:26]=[C:27]([CH3:28])[O:25][N:24]=2)[CH:5]=[CH:6][C:7]=1[C:8]1[C:19](=[O:20])[N:18]([CH2:21][CH3:22])[C:11]2[N:12]=[C:13]([S:16][CH3:17])[N:14]=[CH:15][C:10]=2[CH:9]=1. The catalyst class is: 17. (5) Reactant: C(N([CH:7]([CH3:9])[CH3:8])CC)(C)C.[CH:10](NCCNC(C)C)([CH3:12])[CH3:11].FC(F)(F)[C:22]([OH:24])=[O:23].O. Product: [C:22]([OH:24])(=[O:23])[C:8]1[CH:7]=[CH:9][CH:12]=[CH:10][CH:11]=1. The catalyst class is: 16. (6) Reactant: C(=O)([O-])O.[Na+].[NH2:6][C:7]1[CH:12]=[CH:11][C:10]([C:13]2[CH:14]=[C:15]([O:20][CH2:21][C:22]3([CH2:25][NH:26][C:27](=[O:33])[O:28][C:29]([CH3:32])([CH3:31])[CH3:30])[CH2:24][CH2:23]3)[CH:16]=[N:17][C:18]=2[Cl:19])=[CH:9][CH:8]=1.[C:34](Cl)(Cl)=[S:35]. Product: [C:29]([O:28][C:27](=[O:33])[NH:26][CH2:25][C:22]1([CH2:21][O:20][C:15]2[CH:16]=[N:17][C:18]([Cl:19])=[C:13]([C:10]3[CH:11]=[CH:12][C:7]([N:6]=[C:34]=[S:35])=[CH:8][CH:9]=3)[CH:14]=2)[CH2:23][CH2:24]1)([CH3:30])([CH3:32])[CH3:31]. The catalyst class is: 132.